Dataset: Full USPTO retrosynthesis dataset with 1.9M reactions from patents (1976-2016). Task: Predict the reactants needed to synthesize the given product. (1) Given the product [Cl:33][C:9]1[CH:10]=[C:11]([CH:31]=[CH:32][C:8]=1[O:7][CH2:6][C:5]1[CH:34]=[CH:35][C:36]([O:37][CH3:38])=[C:3]([O:2][CH3:1])[CH:4]=1)[C:12]([NH:14][C:15]1[CH:23]=[CH:22][C:21]([O:24][C:25]2[CH:26]=[CH:27][CH:28]=[CH:29][CH:30]=2)=[CH:20][C:16]=1[C:17]([NH:64][CH2:63][CH2:62][C:61]1[CH:65]=[CH:66][CH:67]=[CH:68][C:60]=1[O:59][CH3:58])=[O:18])=[O:13], predict the reactants needed to synthesize it. The reactants are: [CH3:1][O:2][C:3]1[CH:4]=[C:5]([CH:34]=[CH:35][C:36]=1[O:37][CH3:38])[CH2:6][O:7][C:8]1[CH:32]=[CH:31][C:11]([C:12]([NH:14][C:15]2[CH:23]=[CH:22][C:21]([O:24][C:25]3[CH:30]=[CH:29][CH:28]=[CH:27][CH:26]=3)=[CH:20][C:16]=2[C:17](O)=[O:18])=[O:13])=[CH:10][C:9]=1[Cl:33].C1C=CC2N(O)N=NC=2C=1.C(N=C=NC(C)C)(C)C.[CH3:58][O:59][C:60]1[CH:68]=[CH:67][CH:66]=[CH:65][C:61]=1[CH2:62][CH2:63][NH2:64]. (2) The reactants are: Br[C:2]1[CH:7]=[CH:6][C:5]([C:8]2[O:23][C:11]3[N:12]=[CH:13][N:14]=[C:15]([N:16]4[CH2:21][CH2:20][CH:19]([OH:22])[CH2:18][CH2:17]4)[C:10]=3[C:9]=2[C:24]2[CH:29]=[CH:28][CH:27]=[CH:26][CH:25]=2)=[CH:4][CH:3]=1.[N+:30]([C:33]1[CH:38]=[CH:37][CH:36]=[CH:35][C:34]=1OB(O)O)([O-:32])=[O:31].C(=O)([O-])[O-].[Na+].[Na+]. Given the product [N+:30]([C:33]1[CH:38]=[CH:37][CH:36]=[CH:35][C:34]=1[C:2]1[CH:7]=[CH:6][C:5]([C:8]2[O:23][C:11]3[N:12]=[CH:13][N:14]=[C:15]([N:16]4[CH2:21][CH2:20][CH:19]([OH:22])[CH2:18][CH2:17]4)[C:10]=3[C:9]=2[C:24]2[CH:29]=[CH:28][CH:27]=[CH:26][CH:25]=2)=[CH:4][CH:3]=1)([O-:32])=[O:31], predict the reactants needed to synthesize it. (3) Given the product [Cl:1][C:2]1[C:10]2[N:6]([C:7]([CH2:14][CH2:15][O:16][CH3:17])=[CH:8][C:9]=2[C:11]([NH:18][CH2:19][C:20]2([OH:29])[CH2:25][CH2:24][C:23]([F:27])([F:26])[CH:22]([CH3:28])[CH2:21]2)=[O:13])[CH:5]=[CH:4][CH:3]=1, predict the reactants needed to synthesize it. The reactants are: [Cl:1][C:2]1[C:10]2[N:6]([C:7]([CH2:14][CH2:15][O:16][CH3:17])=[CH:8][C:9]=2[C:11]([OH:13])=O)[CH:5]=[CH:4][CH:3]=1.[NH2:18][CH2:19][C:20]1([OH:29])[CH2:25][CH2:24][C:23]([F:27])([F:26])[CH:22]([CH3:28])[CH2:21]1.Cl.CN(C)CCCN=C=NCC.N1(O)C2C=CC=CC=2N=N1.C(N(C(C)C)C(C)C)C. (4) The reactants are: [N:1]1[NH:2][N:3]=[C:4]([CH2:6][O:7][C:8]2[CH:13]=[CH:12][C:11]([N:14]3[CH:18]=[N:17][N:16]=[N:15]3)=[CH:10][C:9]=2[F:19])[CH:5]=1.[CH2:20]([C:22]1[CH:23]=[N:24][C:25]([N:28]2[CH2:33][CH2:32][C@H:31](O)[C@H:30]([F:35])[CH2:29]2)=[N:26][CH:27]=1)[CH3:21]. Given the product [CH2:20]([C:22]1[CH:23]=[N:24][C:25]([N:28]2[CH2:33][CH2:32][C@@H:31]([N:2]3[N:3]=[C:4]([CH2:6][O:7][C:8]4[CH:13]=[CH:12][C:11]([N:14]5[CH:18]=[N:17][N:16]=[N:15]5)=[CH:10][C:9]=4[F:19])[CH:5]=[N:1]3)[C@H:30]([F:35])[CH2:29]2)=[N:26][CH:27]=1)[CH3:21], predict the reactants needed to synthesize it. (5) Given the product [CH3:31][S:28]([N:25]1[CH2:24][CH2:23][N:22]([C:20]([N:11]2[CH2:12][C@@H:13]([C:14]3[CH:19]=[CH:18][CH:17]=[CH:16][CH:15]=3)[C@H:9]([NH:7][CH3:6])[CH2:10]2)=[O:21])[CH2:27][CH2:26]1)(=[O:30])=[O:29], predict the reactants needed to synthesize it. The reactants are: C(O[C:6](=O)[N:7]([C@H:9]1[C@H:13]([C:14]2[CH:19]=[CH:18][CH:17]=[CH:16][CH:15]=2)[CH2:12][N:11]([C:20]([N:22]2[CH2:27][CH2:26][N:25]([S:28]([CH3:31])(=[O:30])=[O:29])[CH2:24][CH2:23]2)=[O:21])[CH2:10]1)C)(C)(C)C.C(O)(C(F)(F)F)=O.